This data is from Forward reaction prediction with 1.9M reactions from USPTO patents (1976-2016). The task is: Predict the product of the given reaction. (1) Given the reactants [CH3:1][CH:2]([CH3:13])[C:3]([O:5][CH2:6][O:7][C:8](SCC)=[O:9])=[O:4].S(Cl)([Cl:17])(=O)=O, predict the reaction product. The product is: [CH3:1][CH:2]([CH3:13])[C:3]([O:5][CH2:6][O:7][C:8]([Cl:17])=[O:9])=[O:4]. (2) Given the reactants [NH2:1][C:2]1[C:6]([C:7]([O:9][CH2:10][CH3:11])=[O:8])=[CH:5][N:4]([C:12]2[CH:17]=[CH:16][CH:15]=[CH:14][CH:13]=2)[N:3]=1.[N:18]1[CH:23]=[CH:22][N:21]=[CH:20][C:19]=1[CH:24]=O.C(O)(=O)C.C(O[BH-](OC(=O)C)OC(=O)C)(=O)C.[Na+], predict the reaction product. The product is: [C:12]1([N:4]2[CH:5]=[C:6]([C:7]([O:9][CH2:10][CH3:11])=[O:8])[C:2]([NH:1][CH2:24][C:19]3[CH:20]=[N:21][CH:22]=[CH:23][N:18]=3)=[N:3]2)[CH:17]=[CH:16][CH:15]=[CH:14][CH:13]=1.